Predict which catalyst facilitates the given reaction. From a dataset of Catalyst prediction with 721,799 reactions and 888 catalyst types from USPTO. (1) Reactant: C(O)(=O)C(O)=O.[C:7]([O:11][C:12]([N:14]1[CH2:20][C:16]2([CH2:19][NH:18][CH2:17]2)[CH2:15]1)=[O:13])([CH3:10])([CH3:9])[CH3:8].C(N(CC)CC)C.[Cl:28][C:29]1[CH:34]=[C:33]([Cl:35])[CH:32]=[CH:31][C:30]=1[CH2:36][N:37]=[C:38]=[O:39]. Product: [C:7]([O:11][C:12]([N:14]1[CH2:15][C:16]2([CH2:17][N:18]([C:38](=[O:39])[NH:37][CH2:36][C:30]3[CH:31]=[CH:32][C:33]([Cl:35])=[CH:34][C:29]=3[Cl:28])[CH2:19]2)[CH2:20]1)=[O:13])([CH3:10])([CH3:8])[CH3:9]. The catalyst class is: 4. (2) Reactant: [N:1](OCCCC)=[O:2].[N+:8]([C:11]1[CH:16]=[CH:15][CH:14]=[C:13]([CH3:17])[C:12]=1[CH3:18])([O-:10])=[O:9].CC(C)([O-])C.[K+].O. Product: [CH3:17][C:13]1[CH:14]=[CH:15][CH:16]=[C:11]([N+:8]([O-:10])=[O:9])[C:12]=1[CH:18]=[N:1][OH:2]. The catalyst class is: 875. (3) Reactant: Cl.[CH2:2]([CH:4]1[CH2:9][NH:8][CH2:7][CH2:6][NH:5]1)[CH3:3].[Cl:10][C:11]1[CH:12]=[CH:13][C:14]2[CH:18]=[C:17]([S:19](Cl)(=[O:21])=[O:20])[S:16][C:15]=2[CH:23]=1.C(N(CC)CC)C. The catalyst class is: 34. Product: [Cl:10][C:11]1[CH:12]=[CH:13][C:14]2[CH:18]=[C:17]([S:19]([N:8]3[CH2:7][CH2:6][NH:5][CH:4]([CH2:2][CH3:3])[CH2:9]3)(=[O:21])=[O:20])[S:16][C:15]=2[CH:23]=1.